Dataset: TCR-epitope binding with 47,182 pairs between 192 epitopes and 23,139 TCRs. Task: Binary Classification. Given a T-cell receptor sequence (or CDR3 region) and an epitope sequence, predict whether binding occurs between them. (1) Result: 1 (the TCR binds to the epitope). The epitope is YFPLQSYGF. The TCR CDR3 sequence is CASSLVGSPEQYF. (2) The epitope is KLGGALQAK. The TCR CDR3 sequence is CASSQTGLAEETQYF. Result: 0 (the TCR does not bind to the epitope). (3) The epitope is KLGGALQAK. The TCR CDR3 sequence is CASSLASTPFWETQYF. Result: 1 (the TCR binds to the epitope).